This data is from Full USPTO retrosynthesis dataset with 1.9M reactions from patents (1976-2016). The task is: Predict the reactants needed to synthesize the given product. Given the product [F:12][C:13]1[CH:21]=[C:20]([CH3:22])[C:19]([F:23])=[CH:18][C:14]=1[C:15]([NH:1][C:2]1[CH:7]=[CH:6][CH:5]=[C:4]([S:8](=[O:9])(=[O:10])[NH2:11])[CH:3]=1)=[O:16], predict the reactants needed to synthesize it. The reactants are: [NH2:1][C:2]1[CH:3]=[C:4]([S:8]([NH2:11])(=[O:10])=[O:9])[CH:5]=[CH:6][CH:7]=1.[F:12][C:13]1[CH:21]=[C:20]([CH3:22])[C:19]([F:23])=[CH:18][C:14]=1[C:15](O)=[O:16].CN(C(ON1N=NC2C=CC=NC1=2)=[N+](C)C)C.F[P-](F)(F)(F)(F)F.CN1CCOCC1.Cl.